Dataset: Cav3 T-type calcium channel HTS with 100,875 compounds. Task: Binary Classification. Given a drug SMILES string, predict its activity (active/inactive) in a high-throughput screening assay against a specified biological target. (1) The molecule is O(C1=C/C(=C\NN(c2ccccc2)C)C=CC1=O)C. The result is 0 (inactive). (2) The compound is O(c1cc(/C=C(\NC(=O)c2ccc(cc2)C)c2[nH]c3c(n2)cccc3)ccc1OC)C. The result is 0 (inactive). (3) The drug is S(c1nc2[nH]c3c(c2nn1)cccc3)CC(=O)Nc1cc2OCOc2cc1. The result is 0 (inactive).